From a dataset of Reaction yield outcomes from USPTO patents with 853,638 reactions. Predict the reaction yield, written as a fraction of the theoretical maximum amount of product (1.0 means a 100% yield; for example, 0.34 means a 34% yield). The reactants are FC1C=C2C(=CC=1F)N(S(C1C=CC=CC=1)(=O)=O)C=C2I.Br[CH2:23][CH2:24][N:25]1[CH:29]=[C:28]([C:30]2[C:38]3[C:33](=[CH:34][C:35]([F:39])=[CH:36][CH:37]=3)[N:32]([S:40]([C:43]3[CH:48]=[CH:47][CH:46]=[CH:45][CH:44]=3)(=[O:42])=[O:41])[CH:31]=2)[CH:27]=[N:26]1.[NH:49]1[CH2:54][CH2:53][NH:52][CH2:51][CH2:50]1. No catalyst specified. The product is [F:39][C:35]1[CH:34]=[C:33]2[C:38]([C:30]([C:28]3[CH:27]=[N:26][N:25]([CH2:24][CH2:23][N:49]4[CH2:54][CH2:53][NH:52][CH2:51][CH2:50]4)[CH:29]=3)=[CH:31][N:32]2[S:40]([C:43]2[CH:48]=[CH:47][CH:46]=[CH:45][CH:44]=2)(=[O:42])=[O:41])=[CH:37][CH:36]=1. The yield is 0.680.